This data is from Catalyst prediction with 721,799 reactions and 888 catalyst types from USPTO. The task is: Predict which catalyst facilitates the given reaction. (1) Reactant: [CH3:1][O:2][C:3]1[CH:4]=[C:5]2[C:9](=[CH:10][C:11]=1[N+:12]([O-:14])=[O:13])[NH:8][CH2:7][CH2:6]2.[CH:15]([N:18]([CH:21](C)C)[CH2:19]C)(C)[CH3:16].BrCC(Cl)=[O:27].CNC.O1CCCC1. Product: [CH3:19][N:18]([CH3:21])[CH2:15][C:16]([N:8]1[C:9]2[C:5](=[CH:4][C:3]([O:2][CH3:1])=[C:11]([N+:12]([O-:14])=[O:13])[CH:10]=2)[CH2:6][CH2:7]1)=[O:27]. The catalyst class is: 4. (2) Reactant: [C:1]([NH:4][C:5]1[CH:6]=[C:7]([C:11]2[CH:16]=[N:15][CH:14]=[C:13](Cl)[N:12]=2)[CH:8]=[CH:9][CH:10]=1)(=[O:3])[CH3:2].[NH2:18][C:19]1[CH:27]=[C:26]2[C:22]([CH2:23][O:24][C:25]2=[O:28])=[CH:21][CH:20]=1.C1C=CC(P(C2C(C3C(P(C4C=CC=CC=4)C4C=CC=CC=4)=CC=C4C=3C=CC=C4)=C3C(C=CC=C3)=CC=2)C2C=CC=CC=2)=CC=1.CC(C)([O-])C.[Na+]. Product: [O:28]=[C:25]1[C:26]2[C:22](=[CH:21][CH:20]=[C:19]([NH:18][C:13]3[N:12]=[C:11]([C:7]4[CH:6]=[C:5]([NH:4][C:1](=[O:3])[CH3:2])[CH:10]=[CH:9][CH:8]=4)[CH:16]=[N:15][CH:14]=3)[CH:27]=2)[CH2:23][O:24]1. The catalyst class is: 11. (3) Reactant: [F:1][C:2]1[CH:11]=[C:10]([NH:12][S:13]([C:16]2[CH:21]=[CH:20][C:19]([CH2:22][OH:23])=[CH:18][C:17]=2[CH3:24])(=[O:15])=[O:14])[CH:9]=[CH:8][C:3]=1[C:4]([O:6][CH3:7])=[O:5]. Product: [F:1][C:2]1[CH:11]=[C:10]([NH:12][S:13]([C:16]2[CH:21]=[CH:20][C:19]([CH:22]=[O:23])=[CH:18][C:17]=2[CH3:24])(=[O:14])=[O:15])[CH:9]=[CH:8][C:3]=1[C:4]([O:6][CH3:7])=[O:5]. The catalyst class is: 428. (4) Reactant: [CH3:1][O:2][C:3](=[O:12])[C:4]1[CH:9]=[CH:8][C:7]([OH:10])=[CH:6][C:5]=1[Cl:11].[C:13]([O:17][C:18]([N:20]1[CH2:25][CH2:24][N:23]([C:26](=[O:29])[CH2:27]Br)[CH2:22][CH2:21]1)=[O:19])([CH3:16])([CH3:15])[CH3:14].C(=O)([O-])[O-].[K+].[K+]. Product: [C:13]([O:17][C:18]([N:20]1[CH2:21][CH2:22][N:23]([C:26](=[O:29])[CH2:27][O:10][C:7]2[CH:8]=[CH:9][C:4]([C:3]([O:2][CH3:1])=[O:12])=[C:5]([Cl:11])[CH:6]=2)[CH2:24][CH2:25]1)=[O:19])([CH3:16])([CH3:14])[CH3:15]. The catalyst class is: 10. (5) Reactant: C([C:8]([NH2:12])([OH:11])[CH2:9][CH3:10])(OC(C)(C)C)=O.[C:13]([O:16][C:17]1[C:18](=[CH:22][CH:23]=[CH:24][CH:25]=1)[C:19]([OH:21])=[O:20])(=[O:15])[CH3:14].[ClH:26].C(OCC)(=O)C.C(OCC)C. Product: [NH2:12][CH:8]([OH:11])[CH2:9][CH3:10].[ClH:26].[C:13]([O:16][C:17]1[C:18](=[CH:22][CH:23]=[CH:24][CH:25]=1)[C:19]([OH:21])=[O:20])(=[O:15])[CH3:14]. The catalyst class is: 4. (6) Reactant: [NH2:1][C:2]1[N:10]=[C:9]([O:11][CH2:12][CH2:13][CH2:14][CH3:15])[N:8]=[C:7]2[C:3]=1[NH:4][C:5](=[O:31])[N:6]2[CH2:16][CH2:17][CH2:18][NH:19][C:20]1[CH:21]=[C:22]([CH2:26][C:27]([O:29]C)=[O:28])[CH:23]=[CH:24][CH:25]=1.[OH-].[Li+]. Product: [NH2:1][C:2]1[N:10]=[C:9]([O:11][CH2:12][CH2:13][CH2:14][CH3:15])[N:8]=[C:7]2[C:3]=1[NH:4][C:5](=[O:31])[N:6]2[CH2:16][CH2:17][CH2:18][NH:19][C:20]1[CH:21]=[C:22]([CH2:26][C:27]([OH:29])=[O:28])[CH:23]=[CH:24][CH:25]=1. The catalyst class is: 24. (7) Reactant: CCOC(/N=N/C(OCC)=O)=O.[CH2:13]([O:15][C:16]([C:18]1[NH:19][C:20]2[C:25]([CH:26]=1)=[C:24]([OH:27])[CH:23]=[CH:22][CH:21]=2)=[O:17])[CH3:14].C1(P(C2C=CC=CC=2)C2C=CC=CC=2)C=CC=CC=1.[CH3:47][CH:48]([CH3:52])[CH:49](O)[CH3:50]. Product: [CH2:13]([O:15][C:16]([C:18]1[NH:19][C:20]2[C:25]([CH:26]=1)=[C:24]([O:27][CH:49]([CH3:50])[CH:48]([CH3:52])[CH3:47])[CH:23]=[CH:22][CH:21]=2)=[O:17])[CH3:14]. The catalyst class is: 1.